Dataset: Reaction yield outcomes from USPTO patents with 853,638 reactions. Task: Predict the reaction yield, written as a fraction of the theoretical maximum amount of product (1.0 means a 100% yield; for example, 0.34 means a 34% yield). (1) The reactants are [CH3:1][O:2][C:3]1[CH:4]=[N:5][C:6]([NH2:9])=[N:7][CH:8]=1.[C:10](Cl)(=[O:16])[CH2:11][CH2:12][CH2:13][CH2:14][CH3:15].NCC(O)=O. The catalyst is N1C=CC=CC=1. The product is [CH3:1][O:2][C:3]1[CH:4]=[N:5][C:6]([NH:9][C:10](=[O:16])[CH2:11][CH2:12][CH2:13][CH2:14][CH3:15])=[N:7][CH:8]=1. The yield is 0.840. (2) The reactants are [CH3:1][C:2]1[S:6][C:5]2[C:7]([C:11](O)=[O:12])=[CH:8][CH:9]=[CH:10][C:4]=2[CH:3]=1. The catalyst is O1CCCC1. The product is [CH3:1][C:2]1[S:6][C:5]2[C:7]([CH2:11][OH:12])=[CH:8][CH:9]=[CH:10][C:4]=2[CH:3]=1. The yield is 0.912.